Dataset: CYP3A4 inhibition data for predicting drug metabolism from PubChem BioAssay. Task: Regression/Classification. Given a drug SMILES string, predict its absorption, distribution, metabolism, or excretion properties. Task type varies by dataset: regression for continuous measurements (e.g., permeability, clearance, half-life) or binary classification for categorical outcomes (e.g., BBB penetration, CYP inhibition). Dataset: cyp3a4_veith. (1) The molecule is FC(F)(F)c1ccccc1-c1ccc2ncnc(NC3CC3)c2c1. The result is 1 (inhibitor). (2) The molecule is O=C(O)C1(Nc2ccccc2)CCN(Cc2ccccc2)CC1. The result is 0 (non-inhibitor). (3) The drug is O=C1c2ccccc2NC(c2ccc(Cl)cc2Cl)N1O. The result is 0 (non-inhibitor). (4) The drug is Cn1cccc1C(=O)N1CCC2(CC1)CN(Cc1cc(C(F)(F)F)cc(C(F)(F)F)c1)C2. The result is 0 (non-inhibitor). (5) The compound is Oc1[nH]c2ccccc2c1/C=N/c1nccs1. The result is 1 (inhibitor). (6) The drug is Cc1ccc(NC(=O)Nc2ncccc2C)cc1. The result is 0 (non-inhibitor).